Dataset: Forward reaction prediction with 1.9M reactions from USPTO patents (1976-2016). Task: Predict the product of the given reaction. (1) Given the reactants [F:1][C:2]1[CH:7]=[CH:6][CH:5]=[C:4]([F:8])[C:3]=1[C:9]1[NH:17][C:16]2[CH2:15][CH2:14][NH:13][CH2:12][C:11]=2[C:10]=1[F:18].C(O)(C(F)(F)F)=O, predict the reaction product. The product is: [F:1][C:2]1[CH:7]=[CH:6][CH:5]=[C:4]([F:8])[C:3]=1[C:9]1[NH:17][C:16]2[CH:15]=[CH:14][N:13]=[CH:12][C:11]=2[C:10]=1[F:18]. (2) Given the reactants [Si:1]([O:8][C@H:9]([CH2:32][CH2:33][CH2:34][CH2:35][CH2:36][CH3:37])[CH2:10]/[CH:11]=[CH:12]\[CH2:13][CH2:14][CH2:15][CH2:16][CH2:17][CH2:18][CH2:19][CH:20]([OH:31])[CH2:21][CH2:22][CH2:23][CH2:24][CH2:25][CH2:26][CH2:27][CH2:28][CH2:29][CH3:30])([C:4]([CH3:7])([CH3:6])[CH3:5])([CH3:3])[CH3:2].N1C=CC=CC=1.Cl[C:45](Cl)([O:47][C:48](=[O:54])OC(Cl)(Cl)Cl)Cl.[CH3:56][N:57]([CH3:62])[CH2:58][CH2:59]CO, predict the reaction product. The product is: [C:48](=[O:54])([O:47][CH2:45][CH2:59][CH2:58][N:57]([CH3:62])[CH3:56])[O:31][CH:20]([CH2:19][CH2:18][CH2:17][CH2:16][CH2:15][CH2:14][CH2:13]/[CH:12]=[CH:11]\[CH2:10][C@H:9]([O:8][Si:1]([C:4]([CH3:7])([CH3:6])[CH3:5])([CH3:3])[CH3:2])[CH2:32][CH2:33][CH2:34][CH2:35][CH2:36][CH3:37])[CH2:21][CH2:22][CH2:23][CH2:24][CH2:25][CH2:26][CH2:27][CH2:28][CH2:29][CH3:30].